This data is from Forward reaction prediction with 1.9M reactions from USPTO patents (1976-2016). The task is: Predict the product of the given reaction. (1) Given the reactants [CH3:1][O:2][C:3]1[CH:4]=[C:5]([NH2:26])[CH:6]=[CH:7][C:8]=1[C:9]1[O:10][C:11]([C:14]2[C:15]([C:20]3[CH:25]=[CH:24][CH:23]=[CH:22][CH:21]=3)=[N:16][O:17][C:18]=2[CH3:19])=[N:12][N:13]=1.C(N(CC)[CH:31]([CH3:33])[CH3:32])(C)C.Br[CH2:37][CH:38]1[CH2:40][CH2:39]1.[CH3:41][Si]([N-][Si](C)(C)C)(C)C.[K+], predict the reaction product. The product is: [CH:40]1([CH2:39][CH2:19][C:18]2[O:17][N:16]=[C:15]([C:20]3[CH:21]=[CH:22][CH:23]=[CH:24][CH:25]=3)[C:14]=2[C:11]2[O:10][C:9]([C:8]3[CH:7]=[CH:6][C:5]([NH:26][CH2:41][CH:31]4[CH2:33][CH2:32]4)=[CH:4][C:3]=3[O:2][CH3:1])=[N:13][N:12]=2)[CH2:38][CH2:37]1. (2) Given the reactants [Si]([C:8]1([OH:28])[C:21]2[O:22][C@@H:18]3[C@@:19]45[CH2:23][CH2:24][N:25]([CH3:26])[C@@H:13]([C@@H:14]4[CH:15]=[CH:16][C@@H:17]3[OH:27])[CH2:12][C:11]([C:20]5=2)=[CH:10][CH2:9]1)(C(C)(C)C)(C)C.[CH3:29][N:30]1[C@@H:47]2[CH2:48][C:35]3[CH:36]=[CH:37][C:38]([O:50][CH3:51])=[C:39]4[O:40][C@H:41]5[C:42]([CH2:44][CH2:45][C@:46]2([OH:49])[C@:33]5([C:34]=34)[CH2:32][CH2:31]1)=[O:43].N(C(OCC)=O)=NC(OCC)=O.C1(P(C2C=CC=CC=2)C2C=CC=CC=2)C=CC=CC=1, predict the reaction product. The product is: [CH:10]1[C:11]2[CH2:12][C@H:13]3[N:25]([CH2:24][CH2:23][C@@:19]45[C@H:14]3[CH:15]=[CH:16][C@H:17]([OH:27])[C@@H:18]4[O:22][C:21]([C:20]=25)=[C:8]([OH:28])[CH:9]=1)[CH3:26].[CH3:29][N:30]1[C@@H:47]2[CH2:48][C:35]3[CH:36]=[CH:37][C:38]([O:50][CH3:51])=[C:39]4[O:40][C@H:41]5[C:42]([CH2:44][CH2:45][C@:46]2([OH:49])[C@:33]5([C:34]=34)[CH2:32][CH2:31]1)=[O:43]. (3) Given the reactants Cl[CH2:2][C:3]1[C:4]([CH3:9])=[N:5][O:6][C:7]=1[CH3:8].Cl[C:11]1[CH:31]=[CH:30][CH:29]=[C:28](C)[C:12]=1[CH2:13][N:14]1[C:22]2[C:17](=[CH:18][CH:19]=[C:20]([CH2:23][C:24]([OH:26])=[O:25])[CH:21]=2)[C:16]([CH3:27])=[N:15]1, predict the reaction product. The product is: [CH3:9][C:4]1[C:3]([CH2:2][N:14]2[C:22]3[C:17](=[CH:18][CH:19]=[C:20]([CH2:23][C:24]([OH:26])=[O:25])[CH:21]=3)[C:16]([CH3:27])=[N:15]2)=[C:7]([CH3:8])[O:6][N:5]=1.[CH2:13]([N:14]1[C:22]2[C:17](=[CH:18][CH:19]=[C:20]([CH2:23][C:24]([OH:26])=[O:25])[CH:21]=2)[CH:16]=[CH:27]1)[C:12]1[CH:11]=[CH:31][CH:30]=[CH:29][CH:28]=1. (4) Given the reactants [CH3:1][C:2]1[CH:3]=[C:4]([S:8]([N:11]2[CH2:19][CH:18]3[CH:13]([CH2:14][CH2:15][CH2:16][CH2:17]3)[CH:12]2[C:20]([NH:22][C@H:23]([C:42]([O:44]C)=[O:43])[CH2:24][C:25]2[CH:30]=[CH:29][C:28]([NH:31][C:32](=[O:41])[C:33]3[C:38]([Cl:39])=[CH:37][N:36]=[CH:35][C:34]=3[Cl:40])=[CH:27][CH:26]=2)=[O:21])(=[O:10])=[O:9])[CH:5]=[CH:6][CH:7]=1.[OH-].[Na+], predict the reaction product. The product is: [CH3:1][C:2]1[CH:3]=[C:4]([S:8]([N:11]2[CH2:19][CH:18]3[CH:13]([CH2:14][CH2:15][CH2:16][CH2:17]3)[CH:12]2[C:20]([NH:22][C@H:23]([C:42]([OH:44])=[O:43])[CH2:24][C:25]2[CH:26]=[CH:27][C:28]([NH:31][C:32](=[O:41])[C:33]3[C:38]([Cl:39])=[CH:37][N:36]=[CH:35][C:34]=3[Cl:40])=[CH:29][CH:30]=2)=[O:21])(=[O:10])=[O:9])[CH:5]=[CH:6][CH:7]=1. (5) The product is: [Br:1][C:2]1[N:7]=[C:6]2[C:8]([CH3:35])=[C:9]([CH:11]([NH:18][C:19]3[CH:20]=[CH:21][C:22]([C:25]([NH:27][CH2:28][CH2:29][C:30]([OH:32])=[O:31])=[O:26])=[CH:23][CH:24]=3)[CH:12]3[CH2:13][CH2:14][CH2:15][CH2:16][CH2:17]3)[O:10][C:5]2=[CH:4][CH:3]=1. Given the reactants [Br:1][C:2]1[N:7]=[C:6]2[C:8]([CH3:35])=[C:9]([CH:11]([NH:18][C:19]3[CH:24]=[CH:23][C:22]([C:25]([NH:27][CH2:28][CH2:29][C:30]([O:32]CC)=[O:31])=[O:26])=[CH:21][CH:20]=3)[CH:12]3[CH2:17][CH2:16][CH2:15][CH2:14][CH2:13]3)[O:10][C:5]2=[CH:4][CH:3]=1.O1CCCC1.[OH-].[Li+], predict the reaction product. (6) Given the reactants [Cl:1][C:2]1[CH:12]=[CH:11][C:10]([O:13][CH2:14][C:15]2[NH:16][C:17](=[O:25])[C:18]3[CH:24]=[CH:23][N:22]=[CH:21][C:19]=3[N:20]=2)=[CH:9][C:3]=1[C:4]([O:6]CC)=[O:5].[OH-].[Na+].Cl, predict the reaction product. The product is: [Cl:1][C:2]1[CH:12]=[CH:11][C:10]([O:13][CH2:14][C:15]2[NH:16][C:17](=[O:25])[C:18]3[CH:24]=[CH:23][N:22]=[CH:21][C:19]=3[N:20]=2)=[CH:9][C:3]=1[C:4]([OH:6])=[O:5]. (7) Given the reactants [CH3:1][O:2][C:3]1[CH:4]=[C:5]2[C:14](=[CH:15][CH:16]=1)[N:13]=[CH:12][C:11]1[S:10][CH2:9][CH:8]([N:17]3[CH2:22][CH2:21][CH:20]([NH2:23])[CH2:19][CH2:18]3)[CH2:7][C:6]2=1.[O:24]=[C:25]1[NH:30][C:29]2[CH:31]=[C:32]([CH:35]=O)[CH:33]=[CH:34][C:28]=2[O:27][CH2:26]1, predict the reaction product. The product is: [CH3:1][O:2][C:3]1[CH:4]=[C:5]2[C:14](=[CH:15][CH:16]=1)[N:13]=[CH:12][C:11]1[S:10][CH2:9][CH:8]([N:17]3[CH2:18][CH2:19][CH:20]([NH:23][CH2:35][C:32]4[CH:33]=[CH:34][C:28]5[O:27][CH2:26][C:25](=[O:24])[NH:30][C:29]=5[CH:31]=4)[CH2:21][CH2:22]3)[CH2:7][C:6]2=1.